Dataset: CYP2C19 inhibition data for predicting drug metabolism from PubChem BioAssay. Task: Regression/Classification. Given a drug SMILES string, predict its absorption, distribution, metabolism, or excretion properties. Task type varies by dataset: regression for continuous measurements (e.g., permeability, clearance, half-life) or binary classification for categorical outcomes (e.g., BBB penetration, CYP inhibition). Dataset: cyp2c19_veith. The compound is CCC(=O)O[C@@]1(C(=O)CCl)[C@@H](C)C[C@@H]2[C@H]3CCC4=CC(=O)C=C[C@@]4(C)[C@]3(F)[C@@H](O)C[C@@]21C. The result is 0 (non-inhibitor).